This data is from Forward reaction prediction with 1.9M reactions from USPTO patents (1976-2016). The task is: Predict the product of the given reaction. Given the reactants [Cl:1][C:2]1[C:3]([OH:16])=[C:4]([C:11]([O:13]CC)=O)[C:5](=[O:10])[N:6]([CH3:9])[C:7]=1[CH3:8].[NH2:17][C:18]1[NH:19][C:20]2[CH:26]=[CH:25][CH:24]=[CH:23][C:21]=2[N:22]=1.BrC1C=CC=CC=1, predict the reaction product. The product is: [N:19]1[C:20]2[CH:26]=[CH:25][CH:24]=[CH:23][C:21]=2[NH:22][C:18]=1[NH:17][C:11]([C:4]1[C:5](=[O:10])[N:6]([CH3:9])[C:7]([CH3:8])=[C:2]([Cl:1])[C:3]=1[OH:16])=[O:13].